Task: Predict the reaction yield, written as a fraction of the theoretical maximum amount of product (1.0 means a 100% yield; for example, 0.34 means a 34% yield).. Dataset: Reaction yield outcomes from USPTO patents with 853,638 reactions (1) The reactants are [CH2:1]([N:3]([CH2:14][CH3:15])[C:4](=[O:13])[C:5]1[CH:10]=[CH:9][CH:8]=[C:7](C=O)[CH:6]=1)[CH3:2].[CH3:16][O:17][C:18]1[CH:19]=[C:20]([CH:24]=[CH:25][C:26]=1[O:27][CH3:28])[CH2:21][CH2:22][NH2:23].[CH:29](O)=O. No catalyst specified. The product is [CH3:16][O:17][C:18]1[CH:19]=[C:20]2[C:24](=[CH:25][C:26]=1[O:27][CH3:28])[CH:29]([C:10]1[CH:9]=[CH:8][CH:7]=[CH:6][C:5]=1[C:4]([N:3]([CH2:1][CH3:2])[CH2:14][CH3:15])=[O:13])[NH:23][CH2:22][CH2:21]2. The yield is 0.700. (2) The reactants are Cl[C:2]1[N:7]=[C:6]([C:8]2[S:26][C:11]3[C:12]([CH3:25])([CH3:24])[N:13]([CH2:16][CH2:17][N:18]4[CH2:23][CH2:22][O:21][CH2:20][CH2:19]4)[C:14](=[O:15])[C:10]=3[CH:9]=2)[C:5]([CH3:27])=[CH:4][N:3]=1.[NH2:28][C:29]1[C:30]([O:41][CH3:42])=[N:31][N:32]([C:34]([O:36][C:37]([CH3:40])([CH3:39])[CH3:38])=[O:35])[CH:33]=1.C(=O)([O-])[O-].[Cs+].[Cs+].C1(P(C2C=CC=CC=2)C2C3OC4C(=CC=CC=4P(C4C=CC=CC=4)C4C=CC=CC=4)C(C)(C)C=3C=CC=2)C=CC=CC=1. The catalyst is CCOC(C)=O.C([O-])(=O)C.[Pd+2].C([O-])(=O)C.O1CCOCC1. The product is [CH3:24][C:12]1([CH3:25])[C:11]2[S:26][C:8]([C:6]3[C:5]([CH3:27])=[CH:4][N:3]=[C:2]([NH:28][C:29]4[C:30]([O:41][CH3:42])=[N:31][N:32]([C:34]([O:36][C:37]([CH3:38])([CH3:39])[CH3:40])=[O:35])[CH:33]=4)[N:7]=3)=[CH:9][C:10]=2[C:14](=[O:15])[N:13]1[CH2:16][CH2:17][N:18]1[CH2:23][CH2:22][O:21][CH2:20][CH2:19]1. The yield is 0.280. (3) The reactants are [Cl:1][C:2]1[CH:7]=[CH:6][C:5]([C:8](=O)[CH2:9][C:10](=O)[C:11]([F:14])([F:13])[F:12])=[CH:4][C:3]=1[CH3:17].[NH2:18][C:19]1[C:23]([C:24]2[CH:25]=[N:26][CH:27]=[CH:28][CH:29]=2)=[CH:22][NH:21][N:20]=1. No catalyst specified. The product is [Cl:1][C:2]1[CH:7]=[CH:6][C:5]([C:8]2[CH:9]=[C:10]([C:11]([F:14])([F:13])[F:12])[N:20]3[N:21]=[CH:22][C:23]([C:24]4[CH:25]=[N:26][CH:27]=[CH:28][CH:29]=4)=[C:19]3[N:18]=2)=[CH:4][C:3]=1[CH3:17]. The yield is 0.700. (4) The reactants are COC1C=[N:10][C:9]([C:12]#[N:13])=[C:8]2[C:4]=1[CH:5]=[CH:6][NH:7]2.[C:14]([NH:17][NH2:18])(=O)[CH3:15].[CH2:19]([O:21][C:22]([CH3:24])=O)C.O. No catalyst specified. The product is [CH3:19][O:21][C:22]1[CH:24]=[N:10][C:9]([C:12]2[NH:13][C:14]([CH3:15])=[N:17][N:18]=2)=[C:8]2[C:4]=1[CH:5]=[CH:6][NH:7]2. The yield is 0.260.